This data is from Catalyst prediction with 721,799 reactions and 888 catalyst types from USPTO. The task is: Predict which catalyst facilitates the given reaction. (1) The catalyst class is: 4. Product: [C:31]([N:28]1[CH2:29][CH2:30][CH:25]([O:24][C:6]2[CH:7]=[CH:8][C:9]3[C:10]4[N:14]([CH2:15][C:16]([CH3:19])([OH:18])[CH3:17])[C:13]([CH2:20][O:21][CH2:22][CH3:23])=[N:12][C:11]=4[C:2]([NH2:1])=[N:3][C:4]=3[CH:5]=2)[CH2:26][CH2:27]1)(=[O:33])[CH3:32]. Reactant: [NH2:1][C:2]1[C:11]2[N:12]=[C:13]([CH2:20][O:21][CH2:22][CH3:23])[N:14]([CH2:15][C:16]([CH3:19])([OH:18])[CH3:17])[C:10]=2[C:9]2[CH:8]=[CH:7][C:6]([O:24][CH:25]3[CH2:30][CH2:29][NH:28][CH2:27][CH2:26]3)=[CH:5][C:4]=2[N:3]=1.[C:31](OC(=O)C)(=[O:33])[CH3:32]. (2) Reactant: [CH3:1][C:2]1[CH:10]=[CH:9][C:5]([C:6]([OH:8])=O)=[CH:4][C:3]=1[B:11]1[O:15][C:14]([CH3:17])([CH3:16])[C:13]([CH3:19])([CH3:18])[O:12]1.CCN(C(C)C)C(C)C.CN(C(ON1N=[N:44][C:39]2[CH:40]=[CH:41][CH:42]=NC1=2)=[N+](C)C)C.F[P-](F)(F)(F)(F)F.C1(CN)CC1. The catalyst class is: 3. Product: [CH:40]1([CH2:39][NH:44][C:6](=[O:8])[C:5]2[CH:9]=[CH:10][C:2]([CH3:1])=[C:3]([B:11]3[O:12][C:13]([CH3:19])([CH3:18])[C:14]([CH3:16])([CH3:17])[O:15]3)[CH:4]=2)[CH2:42][CH2:41]1. (3) Reactant: Br[C:2]1[C:7]([NH2:8])=[C:6]([F:9])[C:5]([CH3:10])=[CH:4][CH:3]=1.C(N(CC)C(C)C)(C)C.C(OCC)(=O)C.O. Product: [F:9][C:6]1[C:5]([CH3:10])=[CH:4][CH:3]=[CH:2][C:7]=1[NH2:8]. The catalyst class is: 405. (4) Product: [CH3:15][O:1][CH2:2][C:3]1[CH:10]=[CH:9][C:6]([C:7]#[N:8])=[CH:5][CH:4]=1. The catalyst class is: 20. Reactant: [OH:1][CH2:2][C:3]1[CH:10]=[CH:9][C:6]([C:7]#[N:8])=[CH:5][CH:4]=1.[H-].[Na+].CI.[C:15](OCC)(=O)C.CCCCCC. (5) Reactant: [F:1][C:2]1[CH:3]=[C:4]([CH:8]2[CH2:13][C:12](=[O:14])[CH2:11][CH2:10][N:9]2[C:15]([N:17]2[CH2:23][C:22]3[CH:24]=[C:25]([C:28]4[CH:29]=[C:30]5[NH:36][C:35]([NH:37]C(=O)OCC6C=CC=CC=6)=[N:34][C:31]5=[N:32][CH:33]=4)[CH:26]=[CH:27][C:21]=3[O:20][CH2:19][CH2:18]2)=[O:16])[CH:5]=[CH:6][CH:7]=1. Product: [NH2:37][C:35]1[NH:36][C:30]2[C:31]([N:34]=1)=[N:32][CH:33]=[C:28]([C:25]1[CH:26]=[CH:27][C:21]3[O:20][CH2:19][CH2:18][N:17]([C:15]([N:9]4[CH2:10][CH2:11][C:12](=[O:14])[CH2:13][CH:8]4[C:4]4[CH:5]=[CH:6][CH:7]=[C:2]([F:1])[CH:3]=4)=[O:16])[CH2:23][C:22]=3[CH:24]=1)[CH:29]=2. The catalyst class is: 285. (6) Reactant: C(OC([NH:8][CH2:9][CH2:10][C:11]([N:13]1[C:21]2[C:16](=[CH:17][C:18]([O:22][CH2:23][C:24]3[S:25][C:26]([C:35]([F:38])([F:37])[F:36])=[C:27]([C:29]4[CH:34]=[CH:33][CH:32]=[CH:31][CH:30]=4)[CH:28]=3)=[CH:19][CH:20]=2)[CH2:15][CH2:14]1)=[O:12])=O)(C)(C)C.[ClH:39].O1CCOCC1. Product: [ClH:39].[NH2:8][CH2:9][CH2:10][C:11]([N:13]1[C:21]2[C:16](=[CH:17][C:18]([O:22][CH2:23][C:24]3[S:25][C:26]([C:35]([F:38])([F:37])[F:36])=[C:27]([C:29]4[CH:34]=[CH:33][CH:32]=[CH:31][CH:30]=4)[CH:28]=3)=[CH:19][CH:20]=2)[CH2:15][CH2:14]1)=[O:12]. The catalyst class is: 12. (7) Reactant: [Si:1]([O:8][C@@H:9]1[CH2:14][C@@H:13]([F:15])[CH2:12][N:11](CC2C=CC(OC)=CC=2)[CH2:10]1)([C:4]([CH3:7])([CH3:6])[CH3:5])([CH3:3])[CH3:2]. Product: [Si:1]([O:8][C@@H:9]1[CH2:14][C@@H:13]([F:15])[CH2:12][NH:11][CH2:10]1)([C:4]([CH3:7])([CH3:6])[CH3:5])([CH3:3])[CH3:2]. The catalyst class is: 19. (8) Reactant: [CH3:1][O:2][C:3]1[CH:8]=[CH:7][C:6]([CH2:9][C:10]([OH:12])=O)=[CH:5][CH:4]=1.Cl.[CH3:14][NH:15][O:16][CH3:17].CCN(CC)CC.CCN=C=NCCCN(C)C. Product: [CH3:17][O:16][N:15]([CH3:14])[C:10](=[O:12])[CH2:9][C:6]1[CH:5]=[CH:4][C:3]([O:2][CH3:1])=[CH:8][CH:7]=1. The catalyst class is: 2. (9) Reactant: C([O:3][C:4](=[O:34])[C:5]([CH3:33])([CH3:32])[CH2:6][NH:7][C:8]([C:10]1[N:11]=[C:12]([C:30]#[N:31])[C:13]2[C:18]([C:19]=1[OH:20])=[CH:17][CH:16]=[C:15]([O:21][C:22]1[CH:27]=[CH:26][CH:25]=[CH:24][C:23]=1[CH2:28][CH3:29])[CH:14]=2)=[O:9])C.[OH-].[Na+]. Product: [C:30]([C:12]1[C:13]2[C:18](=[CH:17][CH:16]=[C:15]([O:21][C:22]3[CH:27]=[CH:26][CH:25]=[CH:24][C:23]=3[CH2:28][CH3:29])[CH:14]=2)[C:19]([OH:20])=[C:10]([C:8]([NH:7][CH2:6][C:5]([CH3:32])([CH3:33])[C:4]([OH:34])=[O:3])=[O:9])[N:11]=1)#[N:31]. The catalyst class is: 83. (10) Reactant: [C:1]([C:3]1[CH:4]=[CH:5][C:6]([C:9]([OH:11])=O)=[N:7][CH:8]=1)#[N:2].O.[Cl-].COC1N=C(OC)N=C([N+]2(C)CCOCC2)N=1.[NH2:31][C:32]1[CH:33]=[CH:34][C:35]([F:48])=[C:36]([C@:38]2([CH:45]([F:47])[F:46])[CH2:43][CH2:42][O:41][C:40]([NH2:44])=[N:39]2)[CH:37]=1.C([O-])([O-])=O.[Na+].[Na+]. Product: [NH2:44][C:40]1[O:41][CH2:42][CH2:43][C@:38]([C:36]2[CH:37]=[C:32]([NH:31][C:9](=[O:11])[C:6]3[CH:5]=[CH:4][C:3]([C:1]#[N:2])=[CH:8][N:7]=3)[CH:33]=[CH:34][C:35]=2[F:48])([CH:45]([F:46])[F:47])[N:39]=1. The catalyst class is: 5.